This data is from Reaction yield outcomes from USPTO patents with 853,638 reactions. The task is: Predict the reaction yield, written as a fraction of the theoretical maximum amount of product (1.0 means a 100% yield; for example, 0.34 means a 34% yield). The reactants are [H-].[Na+].[CH2:3]([O:5][C:6](=[O:25])[CH2:7][CH2:8][CH2:9][CH2:10][CH2:11][CH2:12][N:13]1[CH:17]=[CH:16][C:15]([C:18]2[CH:23]=[CH:22][CH:21]=[CH:20][C:19]=2[OH:24])=[N:14]1)[CH3:4].I[CH3:27]. The catalyst is C1COCC1. The product is [CH2:3]([O:5][C:6](=[O:25])[CH2:7][CH2:8][CH2:9][CH2:10][CH2:11][CH2:12][N:13]1[CH:17]=[CH:16][C:15]([C:18]2[CH:23]=[CH:22][CH:21]=[CH:20][C:19]=2[O:24][CH3:27])=[N:14]1)[CH3:4]. The yield is 0.760.